This data is from Human liver microsome stability data. The task is: Regression/Classification. Given a drug SMILES string, predict its absorption, distribution, metabolism, or excretion properties. Task type varies by dataset: regression for continuous measurements (e.g., permeability, clearance, half-life) or binary classification for categorical outcomes (e.g., BBB penetration, CYP inhibition). Dataset: hlm. (1) The molecule is COc1cc2c(cc1-c1c(C)noc1C)[nH]c1ncnc(-c3c(C)[nH]c4ccccc34)c12. The result is 1 (stable in human liver microsomes). (2) The compound is CN(C)CC1(c2ccc(Cl)c(Cl)c2)CCCC1. The result is 1 (stable in human liver microsomes). (3) The drug is NC(=O)[C@H](Cc1ccccc1)NC(=O)[C@@H](N)Cc1ccccc1. The result is 1 (stable in human liver microsomes). (4) The drug is COc1ccc2c(C(=O)Nc3ccc(NC(=O)c4nn(C5CCN(C(=O)NC(C)(C)C)CC5)c5ccc(F)cc45)cc3Cl)cnn2c1. The result is 0 (unstable in human liver microsomes). (5) The molecule is CC(C)(C)c1cc(NC(=O)[C@@H]2CCCCN2C(=O)N2CC[S+]([O-])CC2)no1. The result is 0 (unstable in human liver microsomes). (6) The molecule is Cc1cc(S(=O)(=O)Nc2cccc(CO)c2)ccc1-c1ccc(F)cc1F. The result is 1 (stable in human liver microsomes). (7) The compound is CS(=O)(=O)Nc1ccc2c(c1)S(=O)(=O)NC(c1c(O)c3cccn3n(Cc3ccc(F)c(Cl)c3)c1=O)=N2. The result is 0 (unstable in human liver microsomes). (8) The compound is CC(C)N[C@H](C(=O)Nc1cc2ccnc(O)c2cc1Cl)C1CCCCC1. The result is 1 (stable in human liver microsomes). (9) The compound is O=C(NCCc1nc(-c2ccccc2F)cs1)N1CCCC1. The result is 1 (stable in human liver microsomes). (10) The molecule is C[C@@H]1CCCN1CCc1ccc(-c2ccc(=O)n(-c3ccc(F)cc3)n2)cc1. The result is 0 (unstable in human liver microsomes).